From a dataset of Forward reaction prediction with 1.9M reactions from USPTO patents (1976-2016). Predict the product of the given reaction. (1) Given the reactants [NH:1]1[C:9]2[C:4](=[CH:5][CH:6]=[CH:7][C:8]=2[CH:10]([C:16]2[CH:21]=[CH:20][CH:19]=[CH:18][CH:17]=2)[CH2:11][C:12]([NH:14][CH3:15])=O)[CH:3]=[N:2]1.C(O)(C(F)(F)F)=O.N1C2C(=CC=CC=2C(C2C=CC=CC=2)CCNC)C=C1, predict the reaction product. The product is: [NH:1]1[C:9]2[C:4](=[CH:5][CH:6]=[CH:7][C:8]=2[CH:10]([C:16]2[CH:21]=[CH:20][CH:19]=[CH:18][CH:17]=2)[CH2:11][CH2:12][NH:14][CH3:15])[CH:3]=[N:2]1. (2) Given the reactants [Cl:1][C:2]1[C:10]2[C:6](=[N:7][O:8][N:9]=2)[C:5]([S:11](Cl)(=[O:13])=[O:12])=[CH:4][CH:3]=1.[CH3:15][NH:16][CH3:17].C1COCC1.C(N(CC)CC)C, predict the reaction product. The product is: [Cl:1][C:2]1[C:10]2=[N:9][O:8][N:7]=[C:6]2[C:5]([S:11]([N:16]([CH3:17])[CH3:15])(=[O:13])=[O:12])=[CH:4][CH:3]=1.